From a dataset of Reaction yield outcomes from USPTO patents with 853,638 reactions. Predict the reaction yield, written as a fraction of the theoretical maximum amount of product (1.0 means a 100% yield; for example, 0.34 means a 34% yield). (1) The reactants are Cl.Cl.[Cl:3][C:4]1[CH:5]=[C:6]([NH:11][C:12]([N:14]2[CH2:19][CH2:18][N:17]([CH2:20][C@@H:21]3[CH2:26][CH2:25][CH2:24][NH:23][CH2:22]3)[CH2:16][CH2:15]2)=[O:13])[CH:7]=[CH:8][C:9]=1[Cl:10].C(N(CC)C(C)C)(C)C.[CH:36](=O)[C:37]1[CH:42]=[CH:41][CH:40]=[CH:39][CH:38]=1.C(O[BH-](OC(=O)C)OC(=O)C)(=O)C.[Na+]. The catalyst is ClCCl. The product is [CH2:36]([N:23]1[CH2:24][CH2:25][CH2:26][C@@H:21]([CH2:20][N:17]2[CH2:18][CH2:19][N:14]([C:12]([NH:11][C:6]3[CH:7]=[CH:8][C:9]([Cl:10])=[C:4]([Cl:3])[CH:5]=3)=[O:13])[CH2:15][CH2:16]2)[CH2:22]1)[C:37]1[CH:42]=[CH:41][CH:40]=[CH:39][CH:38]=1. The yield is 0.660. (2) The reactants are [Cl:1][C:2]1[CH:7]=[CH:6][CH:5]=[CH:4][C:3]=1[NH:8][C:9](=[O:26])[NH:10][C:11]1[CH:16]=[CH:15][C:14]([CH2:17][C:18]([O:20]C(C)(C)C)=[O:19])=[CH:13][C:12]=1[CH3:25].C(O)(C(F)(F)F)=O. The catalyst is C(Cl)Cl. The product is [Cl:1][C:2]1[CH:7]=[CH:6][CH:5]=[CH:4][C:3]=1[NH:8][C:9](=[O:26])[NH:10][C:11]1[CH:16]=[CH:15][C:14]([CH2:17][C:18]([OH:20])=[O:19])=[CH:13][C:12]=1[CH3:25]. The yield is 1.00. (3) The reactants are Cl.[NH2:2][CH2:3][CH2:4][N:5]1[CH2:12][CH:11]2[O:13][CH:7]([CH2:8][N:9]([CH2:14][CH2:15][O:16][C:17]3[CH:24]=[CH:23][C:20]([C:21]#[N:22])=[CH:19][C:18]=3[F:25])[CH2:10]2)[CH2:6]1.[F:26][C:27]1[CH:32]=[C:31]([F:33])[CH:30]=[CH:29][C:28]=1[S:34](Cl)(=[O:36])=[O:35].C(N(CC)CC)C. The catalyst is C(Cl)Cl. The product is [C:21]([C:20]1[CH:23]=[CH:24][C:17]([O:16][CH2:15][CH2:14][N:9]2[CH2:10][CH:11]3[O:13][CH:7]([CH2:6][N:5]([CH2:4][CH2:3][NH:2][S:34]([C:28]4[CH:29]=[CH:30][C:31]([F:33])=[CH:32][C:27]=4[F:26])(=[O:36])=[O:35])[CH2:12]3)[CH2:8]2)=[C:18]([F:25])[CH:19]=1)#[N:22]. The yield is 0.560. (4) The reactants are [C:1]1([CH3:13])[CH:6]=[CH:5][C:4]([C:7]2[CH:12]=[CH:11][CH:10]=[CH:9][N:8]=2)=[CH:3][CH:2]=1.[Br:14]N1C(=O)CCC1=O. The catalyst is C(OOC(=O)C1C=CC=CC=1)(=O)C1C=CC=CC=1.C(Cl)(Cl)(Cl)Cl. The product is [Br:14][CH2:13][C:1]1[CH:6]=[CH:5][C:4]([C:7]2[CH:12]=[CH:11][CH:10]=[CH:9][N:8]=2)=[CH:3][CH:2]=1. The yield is 0.642.